From a dataset of Reaction yield outcomes from USPTO patents with 853,638 reactions. Predict the reaction yield, written as a fraction of the theoretical maximum amount of product (1.0 means a 100% yield; for example, 0.34 means a 34% yield). (1) The reactants are CC(C)([O-])C.[K+].C1COCC1.[OH:12][C:13]1[CH:14]=[N:15][CH:16]=[CH:17][CH:18]=1.I[C:20]1[CH:27]=[CH:26][C:23]([C:24]#[N:25])=[CH:22][CH:21]=1. The catalyst is CN(C=O)C. The product is [N:15]1[CH:16]=[CH:17][CH:18]=[C:13]([O:12][C:20]2[CH:27]=[CH:26][C:23]([C:24]#[N:25])=[CH:22][CH:21]=2)[CH:14]=1. The yield is 0.750. (2) The reactants are Cl.[CH3:2][O:3][C:4]1[CH:5]=[C:6]([CH2:12][CH2:13][C:14]2[CH:15]=[C:16]([NH:19][C:20]([C:22]3[N:23]=[CH:24][C:25]([N:28]4[CH2:32][CH2:31][CH:30]([N:33](C)[C:34](=O)OC(C)(C)C)[CH2:29]4)=[N:26][CH:27]=3)=[O:21])[NH:17][N:18]=2)[CH:7]=[C:8]([O:10][CH3:11])[CH:9]=1. The catalyst is CO. The product is [CH3:2][O:3][C:4]1[CH:5]=[C:6]([CH2:12][CH2:13][C:14]2[CH:15]=[C:16]([NH:19][C:20]([C:22]3[CH:27]=[N:26][C:25]([N:28]4[CH2:32][CH2:31][CH:30]([NH:33][CH3:34])[CH2:29]4)=[CH:24][N:23]=3)=[O:21])[NH:17][N:18]=2)[CH:7]=[C:8]([O:10][CH3:11])[CH:9]=1. The yield is 0.390. (3) The catalyst is CN(C=O)C. The product is [Br:6][C:7]1[CH:12]=[CH:11][C:10]([N+:13]([O-:15])=[O:14])=[CH:9][C:8]=1[N:16]([CH2:2][C:3]([CH3:5])=[CH2:4])[C:17](=[O:19])[CH3:18]. The reactants are Br[CH2:2][C:3]([CH3:5])=[CH2:4].[Br:6][C:7]1[CH:12]=[CH:11][C:10]([N+:13]([O-:15])=[O:14])=[CH:9][C:8]=1[NH:16][C:17](=[O:19])[CH3:18].C(=O)([O-])[O-].[K+].[K+]. The yield is 0.850. (4) The reactants are [Cl:1][CH2:2][CH2:3][CH2:4][C:5](Cl)=[O:6].[NH2:8][C:9]1[CH:10]=[C:11]([CH:17]=[C:18]([Br:20])[CH:19]=1)[C:12]([O:14][CH2:15][CH3:16])=[O:13].C(N(CC)CC)C. The catalyst is ClCCl.C(OCC)(=O)C. The product is [Br:20][C:18]1[CH:17]=[C:11]([CH:10]=[C:9]([NH:8][C:5](=[O:6])[CH2:4][CH2:3][CH2:2][Cl:1])[CH:19]=1)[C:12]([O:14][CH2:15][CH3:16])=[O:13]. The yield is 0.940. (5) The reactants are Cl[CH2:2][CH2:3][CH2:4][O:5][C:6]1[CH:15]=[C:14]2[C:9]([C:10]([O:16][C:17]3[CH:22]=[CH:21][C:20]([CH3:23])=[CH:19][C:18]=3[C:24]([C:26]3[CH:31]=[CH:30][CH:29]=[CH:28][CH:27]=3)=[O:25])=[CH:11][CH:12]=[N:13]2)=[CH:8][C:7]=1[O:32][CH3:33].[CH2:34]([NH:36][CH2:37][CH3:38])[CH3:35].C(=O)([O-])[O-].[K+].[K+].O. The catalyst is CN(C)C=O. The product is [CH2:34]([N:36]([CH2:37][CH3:38])[CH2:2][CH2:3][CH2:4][O:5][C:6]1[CH:15]=[C:14]2[C:9]([C:10]([O:16][C:17]3[CH:22]=[CH:21][C:20]([CH3:23])=[CH:19][C:18]=3[C:24]([C:26]3[CH:31]=[CH:30][CH:29]=[CH:28][CH:27]=3)=[O:25])=[CH:11][CH:12]=[N:13]2)=[CH:8][C:7]=1[O:32][CH3:33])[CH3:35]. The yield is 0.380. (6) The reactants are [CH3:1][N:2]([CH3:11])[C:3]1[CH:8]=[CH:7][CH:6]=[C:5]([CH2:9][CH3:10])[CH:4]=1.[ClH:12].[N:13]([O-])=O.[Na+].NC1C=CC=CC=1. The catalyst is C(O)C.[Fe].C(OCC)C.O. The product is [ClH:12].[ClH:12].[CH3:1][N:2]([CH3:11])[C:3]1[CH:8]=[CH:7][C:6]([NH2:13])=[C:5]([CH2:9][CH3:10])[CH:4]=1. The yield is 0.720. (7) The reactants are [C:1]([C:5]1[CH:26]=[CH:25][C:8]([C:9]([NH:11][NH:12][C:13]([C:15]2[CH:24]=[CH:23][C:18]([C:19]([O:21][CH3:22])=[O:20])=[CH:17][CH:16]=2)=[O:14])=O)=[CH:7][CH:6]=1)([CH3:4])([CH3:3])[CH3:2]. The catalyst is O=P(Cl)(Cl)Cl. The product is [C:1]([C:5]1[CH:6]=[CH:7][C:8]([C:9]2[O:14][C:13]([C:15]3[CH:24]=[CH:23][C:18]([C:19]([O:21][CH3:22])=[O:20])=[CH:17][CH:16]=3)=[N:12][N:11]=2)=[CH:25][CH:26]=1)([CH3:4])([CH3:3])[CH3:2]. The yield is 0.901. (8) The reactants are [N+:1]([CH2:4][CH:5]1[CH2:11][CH2:10][C:9]2[CH:12]=[CH:13][CH:14]=[CH:15][C:8]=2[CH2:7][CH2:6]1)([O-])=O.[ClH:16]. The catalyst is C(O)C.[Ni]. The product is [ClH:16].[CH:12]1[C:9]2[CH2:10][CH2:11][CH:5]([CH2:4][NH2:1])[CH2:6][CH2:7][C:8]=2[CH:15]=[CH:14][CH:13]=1. The yield is 0.420.